This data is from Forward reaction prediction with 1.9M reactions from USPTO patents (1976-2016). The task is: Predict the product of the given reaction. (1) Given the reactants F[C:2](F)(F)C(O)=O.[CH3:8][O:9][C:10]1[CH:11]=[C:12]([NH:16][C:17]2[C:26]3[C:21](=[CH:22][CH:23]=[C:24]([S:27]([CH:30]4[CH2:35][CH2:34][NH:33][CH2:32][CH2:31]4)(=[O:29])=[O:28])[CH:25]=3)[N:20]=[CH:19][C:18]=2[C:36]([NH2:38])=[O:37])[CH:13]=[CH:14][CH:15]=1.[NH:39]1[CH:43]=[C:42]([C:44]([OH:46])=O)[N:41]=[CH:40]1.F[P-](F)(F)(F)(F)F.N1(O[P+](N2CCCC2)(N2CCCC2)N2CCCC2)C2C=CC=CC=2N=N1.C(N(CC)C(C)C)(C)C, predict the reaction product. The product is: [NH:39]1[CH:43]=[C:42]([C:44]([N:33]2[CH2:32][CH2:31][CH:30]([S:27]([C:24]3[CH:25]=[C:26]4[C:21](=[C:22]([CH3:2])[CH:23]=3)[N:20]=[CH:19][C:18]([C:36]([NH2:38])=[O:37])=[C:17]4[NH:16][C:12]3[CH:13]=[CH:14][CH:15]=[C:10]([O:9][CH3:8])[CH:11]=3)(=[O:28])=[O:29])[CH2:35][CH2:34]2)=[O:46])[N:41]=[CH:40]1. (2) Given the reactants C(O[C:4](=[C:11]1[C:19]2[C:14](=[CH:15][CH:16]=[C:17]([N+:20]([O-:22])=[O:21])[CH:18]=2)[NH:13][C:12]1=[O:23])[C:5]1[CH:10]=[CH:9][CH:8]=[CH:7][CH:6]=1)C.[CH3:24][O:25][CH2:26][CH2:27][NH:28][CH2:29][C:30]1[CH:36]=[CH:35][C:33]([NH2:34])=[CH:32][CH:31]=1, predict the reaction product. The product is: [CH3:24][O:25][CH2:26][CH2:27][NH:28][CH2:29][C:30]1[CH:31]=[CH:32][C:33]([NH:34]/[C:4](=[C:11]2\[C:12](=[O:23])[NH:13][C:14]3[C:19]\2=[CH:18][C:17]([N+:20]([O-:22])=[O:21])=[CH:16][CH:15]=3)/[C:5]2[CH:6]=[CH:7][CH:8]=[CH:9][CH:10]=2)=[CH:35][CH:36]=1. (3) Given the reactants [CH3:1][C:2]1[O:6][N:5]=[C:4]([C:7]2[CH:12]=[CH:11][CH:10]=[CH:9][CH:8]=2)[C:3]=1[CH2:13][O:14][C:15]1[CH:23]=[C:22]([C:24]([F:27])([F:26])[F:25])[C:18]([C:19](O)=[O:20])=[CH:17][N:16]=1.[NH2:28][CH:29]1[CH2:34][CH2:33][O:32][CH2:31][CH2:30]1, predict the reaction product. The product is: [CH3:1][C:2]1[O:6][N:5]=[C:4]([C:7]2[CH:12]=[CH:11][CH:10]=[CH:9][CH:8]=2)[C:3]=1[CH2:13][O:14][C:15]1[CH:23]=[C:22]([C:24]([F:27])([F:25])[F:26])[C:18]([C:19]([NH:28][CH:29]2[CH2:34][CH2:33][O:32][CH2:31][CH2:30]2)=[O:20])=[CH:17][N:16]=1. (4) Given the reactants [NH:1]1[CH2:5][CH2:4][CH2:3][CH2:2]1.Cl[CH2:7][CH2:8][CH2:9][OH:10].C(=O)([O-])[O-].[K+].[K+], predict the reaction product. The product is: [N:1]1([CH2:7][CH2:8][CH2:9][OH:10])[CH2:5][CH2:4][CH2:3][CH2:2]1. (5) Given the reactants [Br:1][C:2]1[CH:3]=[C:4]([NH2:19])[C:5]([NH:8][C:9]([CH3:18])([CH3:17])[CH2:10][N:11]2[CH2:16][CH2:15][O:14][CH2:13][CH2:12]2)=[CH:6][CH:7]=1.C(N(CC)CC)C.Cl[C:28](Cl)([O:30]C(=O)OC(Cl)(Cl)Cl)Cl, predict the reaction product. The product is: [Br:1][C:2]1[CH:7]=[CH:6][C:5]2[N:8]([C:9]([CH3:17])([CH3:18])[CH2:10][N:11]3[CH2:16][CH2:15][O:14][CH2:13][CH2:12]3)[C:28](=[O:30])[NH:19][C:4]=2[CH:3]=1. (6) Given the reactants [CH2:1]([C@H:5]1[C@@H:13](C(C)(C)C([O-])=O)[CH2:12][CH2:11][CH2:10][C@H:9]([NH:20][C:21](=[O:31])[C:22]2[C:27]([OH:28])=[C:26]([O:29][CH3:30])[CH:25]=[CH:24][N:23]=2)[C:8](=[O:32])[O:7][C@H:6]1[CH3:33])[CH2:2][CH2:3][CH3:4].[C:34]([O-:37])([O-])=[O:35].[Na+].[Na+].[Na+].[I-].[CH2:42]([O:44][CH2:45][C:46]([O:48][CH2:49]Cl)=[O:47])[CH3:43].[CH3:51][C:52]([CH3:54])=O, predict the reaction product. The product is: [C:34]([O:37][C@H:13]1[CH2:12][CH2:11][CH2:10][C@H:9]([NH:20][C:21](=[O:31])[C:22]2[C:27]([O:28][CH2:49][O:48][C:46]([CH2:45][O:44][CH2:42][CH3:43])=[O:47])=[C:26]([O:29][CH3:30])[CH:25]=[CH:24][N:23]=2)[C:8](=[O:32])[O:7][C@@H:6]([CH3:33])[C@@H:5]1[CH2:1][CH2:2][CH2:3][CH3:4])(=[O:35])[CH:52]([CH3:54])[CH3:51].